This data is from NCI-60 drug combinations with 297,098 pairs across 59 cell lines. The task is: Regression. Given two drug SMILES strings and cell line genomic features, predict the synergy score measuring deviation from expected non-interaction effect. (1) Drug 1: C1CC(C1)(C(=O)O)C(=O)O.[NH2-].[NH2-].[Pt+2]. Drug 2: C1CN1C2=NC(=NC(=N2)N3CC3)N4CC4. Cell line: HOP-62. Synergy scores: CSS=39.0, Synergy_ZIP=3.68, Synergy_Bliss=4.91, Synergy_Loewe=-11.9, Synergy_HSA=3.40. (2) Drug 1: CC1=C2C(C(=O)C3(C(CC4C(C3C(C(C2(C)C)(CC1OC(=O)C(C(C5=CC=CC=C5)NC(=O)OC(C)(C)C)O)O)OC(=O)C6=CC=CC=C6)(CO4)OC(=O)C)O)C)O. Drug 2: C(=O)(N)NO. Cell line: SF-539. Synergy scores: CSS=8.04, Synergy_ZIP=8.66, Synergy_Bliss=10.9, Synergy_Loewe=5.13, Synergy_HSA=12.4. (3) Drug 1: C1=NC(=NC(=O)N1C2C(C(C(O2)CO)O)O)N. Drug 2: C(CN)CNCCSP(=O)(O)O. Cell line: HS 578T. Synergy scores: CSS=27.9, Synergy_ZIP=-5.59, Synergy_Bliss=3.54, Synergy_Loewe=-31.2, Synergy_HSA=3.40. (4) Drug 1: C1CC(C1)(C(=O)O)C(=O)O.[NH2-].[NH2-].[Pt+2]. Drug 2: C#CCC(CC1=CN=C2C(=N1)C(=NC(=N2)N)N)C3=CC=C(C=C3)C(=O)NC(CCC(=O)O)C(=O)O. Cell line: RPMI-8226. Synergy scores: CSS=41.9, Synergy_ZIP=2.82, Synergy_Bliss=-1.06, Synergy_Loewe=-11.5, Synergy_HSA=-2.83.